This data is from Catalyst prediction with 721,799 reactions and 888 catalyst types from USPTO. The task is: Predict which catalyst facilitates the given reaction. (1) Reactant: Cl.[S:2]1[CH:6]=[CH:5][N:4]=[C:3]1[C:7]([NH2:9])=[NH:8].[Cl:10][C:11]1[CH:18]=[C:17]([F:19])[CH:16]=[CH:15][C:12]=1[CH:13]=O.[C:20]1(=O)[CH2:25][CH2:24][CH2:23][C:22](=[O:26])[CH2:21]1.C([O-])(=O)C.[Na+].Cl. Product: [S:2]1[CH:6]=[CH:5][N:4]=[C:3]1[CH:7]1[N:9]=[C:13]([C:12]2[CH:15]=[CH:16][C:17]([F:19])=[CH:18][C:11]=2[Cl:10])[C:21]2[C:22](=[O:26])[CH2:23][CH2:24][CH2:25][C:20]=2[NH:8]1. The catalyst class is: 815. (2) Reactant: [CH2:1](Br)[C:2]1[CH:7]=[CH:6][CH:5]=[CH:4][CH:3]=1.[CH3:9][O:10][C:11]1[CH:12]=[C:13]([CH:18]=[C:19]([O:24][CH3:25])[C:20]=1[CH:21]([CH3:23])[CH3:22])[C:14]([O:16]C)=O.O.Cl. Product: [CH3:25][O:24][C:19]1[CH:18]=[C:13]([C:14]([OH:16])([CH2:1][C:2]2[CH:7]=[CH:6][CH:5]=[CH:4][CH:3]=2)[CH2:1][C:2]2[CH:7]=[CH:6][CH:5]=[CH:4][CH:3]=2)[CH:12]=[C:11]([O:10][CH3:9])[C:20]=1[CH:21]([CH3:23])[CH3:22]. The catalyst class is: 28.